Dataset: Reaction yield outcomes from USPTO patents with 853,638 reactions. Task: Predict the reaction yield, written as a fraction of the theoretical maximum amount of product (1.0 means a 100% yield; for example, 0.34 means a 34% yield). (1) The reactants are Br[CH2:2][C:3]([CH:5]1[CH2:7][CH2:6]1)=O.[CH2:8]([O:10][C:11](=[O:15])[C:12]([NH2:14])=[S:13])[CH3:9]. The catalyst is C(O)C. The product is [CH2:8]([O:10][C:11]([C:12]1[S:13][CH:2]=[C:3]([CH:5]2[CH2:7][CH2:6]2)[N:14]=1)=[O:15])[CH3:9]. The yield is 0.980. (2) The reactants are OC(C(F)(F)F)=O.[CH:8]([N:11]1[C:15]([C:16]2[S:17][C:18]3[CH2:19][CH2:20][O:21][C:22]4[CH:29]=[C:28]([CH:30]5[CH2:35][CH2:34][NH:33][CH2:32][CH2:31]5)[CH:27]=[CH:26][C:23]=4[C:24]=3[N:25]=2)=[N:14][CH:13]=[N:12]1)([CH3:10])[CH3:9].C(=O)([O-])[O-].[K+].[K+].Br[CH2:43][C:44]([NH:46][CH3:47])=[O:45]. The catalyst is C1COCC1.C(Cl)Cl.O. The product is [CH:8]([N:11]1[C:15]([C:16]2[S:17][C:18]3[CH2:19][CH2:20][O:21][C:22]4[CH:29]=[C:28]([CH:30]5[CH2:35][CH2:34][N:33]([CH2:43][C:44]([NH:46][CH3:47])=[O:45])[CH2:32][CH2:31]5)[CH:27]=[CH:26][C:23]=4[C:24]=3[N:25]=2)=[N:14][CH:13]=[N:12]1)([CH3:10])[CH3:9]. The yield is 0.820. (3) The reactants are [F:1][C:2]1[C:11]([CH2:12][CH2:13][CH:14]2[CH2:16][O:15]2)=[C:10]2[C:5]([CH:6]=[CH:7][C:8]([O:17]C)=[N:9]2)=[N:4][CH:3]=1.FC(F)(F)S([O-])(=O)=O.[Yb+3].FC(F)(F)S([O-])(=O)=O.FC(F)(F)S([O-])(=O)=O.O.C(=O)(O)[O-].[Na+]. The catalyst is ClCCl. The product is [F:1][C:2]1[CH:3]=[N:4][C:5]2[CH:6]=[CH:7][C:8](=[O:17])[N:9]3[CH:14]([CH2:16][OH:15])[CH2:13][CH2:12][C:11]=1[C:10]=23. The yield is 0.720.